This data is from Catalyst prediction with 721,799 reactions and 888 catalyst types from USPTO. The task is: Predict which catalyst facilitates the given reaction. (1) Reactant: Cl[C:2]1[N:7]=[C:6]([NH:8][CH2:9][CH2:10][NH:11][C:12]2[CH:19]=[CH:18][C:15]([C:16]#[N:17])=[CH:14][N:13]=2)[N:5]2[N:20]=[CH:21][N:22]=[C:4]2[CH:3]=1.[F:23][C:24]([F:35])([F:34])[C:25]1[CH:30]=[CH:29][C:28](B(O)O)=[CH:27][CH:26]=1.C(=O)([O-])[O-].[Na+].[Na+]. Product: [F:23][C:24]([F:35])([F:34])[C:25]1[CH:30]=[CH:29][C:28]([C:2]2[N:7]=[C:6]([NH:8][CH2:9][CH2:10][NH:11][C:12]3[CH:19]=[CH:18][C:15]([C:16]#[N:17])=[CH:14][N:13]=3)[N:5]3[N:20]=[CH:21][N:22]=[C:4]3[CH:3]=2)=[CH:27][CH:26]=1. The catalyst class is: 203. (2) Reactant: [CH3:1][C:2]1[CH:3]=[CH:4][C:5]([C:8]2[CH:9]=[C:10]([CH:15]=[C:16]([N:18]3[CH2:23][CH2:22][O:21][CH2:20][C:19]3=[O:24])[CH:17]=2)[C:11]([O:13]C)=[O:12])=[N:6][CH:7]=1.[OH-].[Li+]. The catalyst class is: 5. Product: [CH3:1][C:2]1[CH:3]=[CH:4][C:5]([C:8]2[CH:9]=[C:10]([CH:15]=[C:16]([N:18]3[CH2:23][CH2:22][O:21][CH2:20][C:19]3=[O:24])[CH:17]=2)[C:11]([OH:13])=[O:12])=[N:6][CH:7]=1. (3) Reactant: [OH:1][C:2]1[C:3]2[C:13]([C:14]3[S:15][C:16](I)=[C:17]([CH3:19])[CH:18]=3)=[CH:12][S:11][C:4]=2[NH:5][C:6](=[O:10])[C:7]=1[C:8]#[N:9].CCN(CC)CC.[CH2:28]([O:31][CH3:32])[C:29]#[CH:30]. Product: [OH:1][C:2]1[C:3]2[C:13]([C:14]3[S:15][C:16]([C:30]#[C:29][CH2:28][O:31][CH3:32])=[C:17]([CH3:19])[CH:18]=3)=[CH:12][S:11][C:4]=2[NH:5][C:6](=[O:10])[C:7]=1[C:8]#[N:9]. The catalyst class is: 654. (4) Reactant: [CH3:1][O:2][C:3](=[O:24])[C:4]1[CH:9]=[CH:8][C:7]([NH:10][CH:11]2[CH2:16][CH2:15][CH2:14][CH2:13][CH:12]2[C:17]([F:20])([F:19])[F:18])=[C:6]([N+:21]([O-])=O)[CH:5]=1. Product: [CH3:1][O:2][C:3](=[O:24])[C:4]1[CH:9]=[CH:8][C:7]([NH:10][CH:11]2[CH2:16][CH2:15][CH2:14][CH2:13][CH:12]2[C:17]([F:20])([F:18])[F:19])=[C:6]([NH2:21])[CH:5]=1. The catalyst class is: 19.